The task is: Predict which catalyst facilitates the given reaction.. This data is from Catalyst prediction with 721,799 reactions and 888 catalyst types from USPTO. (1) Reactant: [C:1]([C:9]1[C:17]2[O:16][CH2:15][C:14]([CH3:19])([CH3:18])[C:13]=2[CH:12]=[C:11]([Br:20])[CH:10]=1)(=O)[C:2]1[CH:7]=[CH:6][CH:5]=[CH:4][CH:3]=1.FC(F)(F)C(O)=O.C([SiH](CC)CC)C. Product: [CH2:1]([C:9]1[C:17]2[O:16][CH2:15][C:14]([CH3:18])([CH3:19])[C:13]=2[CH:12]=[C:11]([Br:20])[CH:10]=1)[C:2]1[CH:3]=[CH:4][CH:5]=[CH:6][CH:7]=1. The catalyst class is: 4. (2) Reactant: [C:1]([O:5][C:6]([N:8]1[CH2:13][CH2:12][CH:11]([CH2:14][N:15]2[CH2:20][CH2:19][NH:18][CH2:17][C:16]2=[O:21])[CH2:10][CH2:9]1)=[O:7])([CH3:4])([CH3:3])[CH3:2].C(=O)([O-])[O-].[Na+].[Na+].C(OCC)(=O)C.[Br:34][C:35]1[CH:36]=[C:37]([S:41](Cl)(=[O:43])=[O:42])[CH:38]=[CH:39][CH:40]=1. Product: [Br:34][C:35]1[CH:36]=[C:37]([S:41]([N:18]2[CH2:19][CH2:20][N:15]([CH2:14][CH:11]3[CH2:12][CH2:13][N:8]([C:6]([O:5][C:1]([CH3:4])([CH3:2])[CH3:3])=[O:7])[CH2:9][CH2:10]3)[C:16](=[O:21])[CH2:17]2)(=[O:43])=[O:42])[CH:38]=[CH:39][CH:40]=1. The catalyst class is: 6. (3) Reactant: Br[CH:2]([CH3:14])[C:3]([NH:5][C:6]1[CH:11]=[CH:10][CH:9]=[C:8]([Br:12])[C:7]=1[OH:13])=[O:4].C(=O)([O-])[O-].[K+].[K+].O. Product: [Br:12][C:8]1[C:7]2[O:13][CH:2]([CH3:14])[C:3](=[O:4])[NH:5][C:6]=2[CH:11]=[CH:10][CH:9]=1. The catalyst class is: 9. (4) Product: [CH2:13]([O:10][C:5]1[CH:4]=[CH:3][C:2]([Br:1])=[CH:9][C:6]=1[CH2:7][OH:8])[C:14]1[CH:19]=[CH:18][CH:17]=[CH:16][CH:15]=1. Reactant: [Br:1][C:2]1[CH:3]=[CH:4][C:5]([OH:10])=[C:6]([CH:9]=1)[CH2:7][OH:8].[OH-].[Na+].[CH2:13](Br)[C:14]1[CH:19]=[CH:18][CH:17]=[CH:16][CH:15]=1. The catalyst class is: 14. (5) Reactant: [F:1][C:2]1[CH:3]=[C:4]([C:8]2[N:13]=[CH:12][C:11]([C:14]([OH:16])=O)=[CH:10][N:9]=2)[CH:5]=[CH:6][CH:7]=1.C1C=NC2N(O)N=NC=2C=1.CN(C(ON1N=NC2C=CC=NC1=2)=[N+](C)C)C.F[P-](F)(F)(F)(F)F.[F:51][C:52]1[CH:53]=[C:54]2[C:58](=[CH:59][CH:60]=1)[N:57]([NH2:61])[C:56]([CH3:62])=[CH:55]2.CCN(C(C)C)C(C)C. Product: [F:51][C:52]1[CH:53]=[C:54]2[C:58](=[CH:59][CH:60]=1)[N:57]([NH:61][C:14]([C:11]1[CH:12]=[N:13][C:8]([C:4]3[CH:5]=[CH:6][CH:7]=[C:2]([F:1])[CH:3]=3)=[N:9][CH:10]=1)=[O:16])[C:56]([CH3:62])=[CH:55]2. The catalyst class is: 303. (6) Reactant: [CH3:1][C:2]1[NH:6][N:5]=[C:4]([C:7]2[O:11][N:10]=[C:9]([C:12]3[CH:17]=[CH:16][C:15]([S:18]([C:22]([F:25])([F:24])[F:23])(=[N:20][CH3:21])=[O:19])=[CH:14][CH:13]=3)[N:8]=2)[CH:3]=1.Cl[CH2:27][C:28]1[CH:33]=[CH:32][N:31]=[C:30]([N:34]2[CH2:39][CH2:38][N:37]([CH:40]3[CH2:42][CH2:41]3)[CH2:36][CH2:35]2)[CH:29]=1.CC([O-])(C)C.[K+]. Product: [CH:40]1([N:37]2[CH2:36][CH2:35][N:34]([C:30]3[CH:29]=[C:28]([CH2:27][N:6]4[C:2]([CH3:1])=[CH:3][C:4]([C:7]5[O:11][N:10]=[C:9]([C:12]6[CH:13]=[CH:14][C:15]([S:18]([C:22]([F:25])([F:23])[F:24])(=[N:20][CH3:21])=[O:19])=[CH:16][CH:17]=6)[N:8]=5)=[N:5]4)[CH:33]=[CH:32][N:31]=3)[CH2:39][CH2:38]2)[CH2:42][CH2:41]1. The catalyst class is: 1.